Dataset: Full USPTO retrosynthesis dataset with 1.9M reactions from patents (1976-2016). Task: Predict the reactants needed to synthesize the given product. (1) Given the product [C:23]1([N:29]=[N:30][CH:3]([CH2:9][C:10]#[N:11])[C:1]#[N:2])[CH:28]=[CH:27][CH:26]=[CH:25][CH:24]=1, predict the reactants needed to synthesize it. The reactants are: [C:1]([CH:3]([CH2:9][C:10]#[N:11])C(OCC)=O)#[N:2].N1C=CC=CC=1.F[B-](F)(F)F.[C:23]1([N+:29]#[N:30])[CH:28]=[CH:27][CH:26]=[CH:25][CH:24]=1. (2) Given the product [NH3:1].[CH2:20]([Cl:19])[Cl:43].[Cl:19][C:20]1[CH:26]=[CH:25][C:23]([NH:24][CH2:15][C:14]2[CH:17]=[CH:18][C:11]([O:10][CH2:9][CH2:8][CH2:7][N:1]3[CH2:6][CH2:5][CH2:4][CH2:3][CH2:2]3)=[CH:12][CH:13]=2)=[CH:22][CH:21]=1, predict the reactants needed to synthesize it. The reactants are: [N:1]1([CH2:7][CH2:8][CH2:9][O:10][C:11]2[CH:18]=[CH:17][C:14]([CH:15]=O)=[CH:13][CH:12]=2)[CH2:6][CH2:5][CH2:4][CH2:3][CH2:2]1.[Cl:19][C:20]1[CH:26]=[CH:25][C:23]([NH2:24])=[CH:22][CH:21]=1.C(O[BH-](OC(=O)C)OC(=O)C)(=O)C.[Na+].[OH-].[Na+].[Cl:43]CCCl. (3) The reactants are: [OH:1][C:2]1[C:11]2[C:6](=[CH:7][CH:8]=[C:9]([C:12]3[CH:17]=[CH:16][CH:15]=[CH:14][CH:13]=3)[CH:10]=2)[C:5]2([CH2:21][CH2:20][CH2:19][CH2:18]2)[C:4](=[O:22])[C:3]=1[C:23]([NH:25][CH2:26][C:27]([O:29]C(C)(C)C)=[O:28])=[O:24]. Given the product [OH:1][C:2]1[C:11]2[C:6](=[CH:7][CH:8]=[C:9]([C:12]3[CH:13]=[CH:14][CH:15]=[CH:16][CH:17]=3)[CH:10]=2)[C:5]2([CH2:21][CH2:20][CH2:19][CH2:18]2)[C:4](=[O:22])[C:3]=1[C:23]([NH:25][CH2:26][C:27]([OH:29])=[O:28])=[O:24], predict the reactants needed to synthesize it. (4) Given the product [Cl:7][C:8]1[CH:9]=[C:10]([S:15]([O:4][CH3:1])=[O:28])[CH:11]=[C:12]([Cl:14])[CH:13]=1, predict the reactants needed to synthesize it. The reactants are: [C:1]([O-:4])([O-])=O.[Na+].[Na+].[Cl:7][C:8]1[CH:9]=[C:10]([S:15][S:15][C:10]2[CH:11]=[C:12]([Cl:14])[CH:13]=[C:8]([Cl:7])[CH:9]=2)[CH:11]=[C:12]([Cl:14])[CH:13]=1.BrBr.C[OH:28]. (5) The reactants are: [Br-].[CH:2]1([Zn+])[CH2:4][CH2:3]1.Br[C:7]1[C:8]([N:25]2[CH2:30][CH2:29][N:28]([C:31]([O:33][C:34]([CH3:37])([CH3:36])[CH3:35])=[O:32])[CH2:27][CH2:26]2)=[C:9]2[CH:15]=[N:14][N:13]([CH2:16][C:17]3[CH:22]=[CH:21][C:20]([O:23][CH3:24])=[CH:19][CH:18]=3)[C:10]2=[N:11][CH:12]=1.[NH4+].[Cl-]. Given the product [CH:2]1([C:7]2[C:8]([N:25]3[CH2:26][CH2:27][N:28]([C:31]([O:33][C:34]([CH3:37])([CH3:36])[CH3:35])=[O:32])[CH2:29][CH2:30]3)=[C:9]3[CH:15]=[N:14][N:13]([CH2:16][C:17]4[CH:18]=[CH:19][C:20]([O:23][CH3:24])=[CH:21][CH:22]=4)[C:10]3=[N:11][CH:12]=2)[CH2:4][CH2:3]1, predict the reactants needed to synthesize it. (6) Given the product [C:23]([C:21]1[N:22]=[C:17]2[CH:16]=[CH:15][C:14]([N:11]3[CH:12]=[CH:13][C:8]([O:7][CH2:6][C:5]4[CH:4]=[CH:3][C:2]([F:1])=[CH:32][CH:31]=4)=[CH:9][C:10]3=[O:30])=[CH:19][N:18]2[C:20]=1[CH3:29])(=[O:24])[CH3:33], predict the reactants needed to synthesize it. The reactants are: [F:1][C:2]1[CH:32]=[CH:31][C:5]([CH2:6][O:7][C:8]2[CH:13]=[CH:12][N:11]([C:14]3[CH:15]=[CH:16][C:17]4[N:18]([C:20]([CH3:29])=[C:21]([C:23](N(OC)C)=[O:24])[N:22]=4)[CH:19]=3)[C:10](=[O:30])[CH:9]=2)=[CH:4][CH:3]=1.[CH3:33][Mg]Br. (7) Given the product [Cl:1][C:2]1[CH:7]=[CH:6][C:5]([CH:8]2[S:14][CH2:13][CH2:12][NH:11][C:10]3[N:15]([CH3:24])[N:16]=[C:17]([C:18]4[CH:23]=[CH:22][CH:21]=[CH:20][N:19]=4)[C:9]2=3)=[C:4]([CH2:25][CH3:26])[CH:3]=1, predict the reactants needed to synthesize it. The reactants are: [Cl:1][C:2]1[CH:7]=[CH:6][C:5]([CH:8]2[S:14][CH2:13][CH2:12][NH:11][C:10]3[N:15]([CH3:24])[N:16]=[C:17]([C:18]4[CH:23]=[CH:22][CH:21]=[CH:20][N:19]=4)[C:9]2=3)=[C:4]([CH:25]=[CH2:26])[CH:3]=1.C(Cl)Cl.[H][H]. (8) The reactants are: [C:1]([C@H:5]1[CH2:10][CH2:9][C@H:8]([O:11][C:12]2[CH:13]=[C:14]3[C:19](=[CH:20][CH:21]=2)[CH:18]=[C:17]([CH:22]([N:24]2[CH2:29][CH2:28][CH:27]([C:30]([O:32]CC)=[O:31])[CH2:26][CH2:25]2)[CH3:23])[CH:16]=[CH:15]3)[CH2:7][CH2:6]1)([CH3:4])([CH3:3])[CH3:2].[OH-].[Na+]. Given the product [C:1]([C@H:5]1[CH2:10][CH2:9][C@H:8]([O:11][C:12]2[CH:13]=[C:14]3[C:19](=[CH:20][CH:21]=2)[CH:18]=[C:17]([CH:22]([N:24]2[CH2:25][CH2:26][CH:27]([C:30]([OH:32])=[O:31])[CH2:28][CH2:29]2)[CH3:23])[CH:16]=[CH:15]3)[CH2:7][CH2:6]1)([CH3:2])([CH3:3])[CH3:4], predict the reactants needed to synthesize it. (9) Given the product [Cl:1][C:2]1[C:3]([NH:16][C:17]2[S:18]/[C:19](=[CH:23]\[C:24]3[CH:25]=[C:26]4[C:31](=[CH:32][CH:33]=3)[N:30]=[CH:29][CH:28]=[N:27]4)/[C:20](=[O:22])[N:21]=2)=[CH:4][CH:5]=[CH:6][C:7]=1[NH:41][C:42](=[O:49])[C:43]1[CH:48]=[CH:47][CH:46]=[CH:45][CH:44]=1, predict the reactants needed to synthesize it. The reactants are: [Cl:1][C:2]1[C:7](C(C2C=CC=CC=2)=O)=[CH:6][CH:5]=[CH:4][C:3]=1[NH:16][C:17]1[S:18]/[C:19](=[CH:23]\[C:24]2[CH:25]=[C:26]3[C:31](=[CH:32][CH:33]=2)[N:30]=[CH:29][CH:28]=[N:27]3)/[C:20](=[O:22])[N:21]=1.NC1C(Cl)=C([NH:41][C:42](=[O:49])[C:43]2[CH:48]=[CH:47][CH:46]=[CH:45][CH:44]=2)C=CC=1.CSC1S/C(=C\C2C=C3C(=CC=2)N=CC=N3)/C(=O)N=1.CO.